Task: Predict the reaction yield, written as a fraction of the theoretical maximum amount of product (1.0 means a 100% yield; for example, 0.34 means a 34% yield).. Dataset: Reaction yield outcomes from USPTO patents with 853,638 reactions (1) The catalyst is CC(C)=O.C(O)(C)C. The reactants are [CH2:1]([O:3][C:4]1[CH:17]=[C:16]2[C:7]([C:8]([C:19]3[CH:20]=[N:21][C:22]([N:25]4[CH:29]=[CH:28][CH:27]=[N:26]4)=[CH:23][CH:24]=3)=[N:9][C@H:10]3[C@@H:15]2[CH2:14][C@H:13]([OH:18])[CH2:12][CH2:11]3)=[CH:6][C:5]=1[O:30][CH3:31])[CH3:2].[C:32]([OH:39])(=[O:38])/[CH:33]=[CH:34]/[C:35]([OH:37])=[O:36]. The yield is 0.290. The product is [C:32]([OH:39])(=[O:38])/[CH:33]=[CH:34]/[C:35]([OH:37])=[O:36].[CH2:1]([O:3][C:4]1[CH:17]=[C:16]2[C:7]([C:8]([C:19]3[CH:20]=[N:21][C:22]([N:25]4[CH:29]=[CH:28][CH:27]=[N:26]4)=[CH:23][CH:24]=3)=[N:9][C@H:10]3[C@@H:15]2[CH2:14][C@H:13]([OH:18])[CH2:12][CH2:11]3)=[CH:6][C:5]=1[O:30][CH3:31])[CH3:2]. (2) The reactants are [CH:1]1([NH:4][C:5]2[N:10]3[N:11]=[CH:12][C:13](/[CH:14]=[C:15]4/[C:16](=[O:21])[NH:17][C:18](=[O:20])[NH:19]/4)=[C:9]3[N:8]=[C:7](S(C)(=O)=O)[N:6]=2)[CH2:3][CH2:2]1.C1(NC2N3N=CC(/C=C4/C(=O)NC(=O)N/4)=C3N=C(S(C)=O)N=2)CC1.[Cl:50][C:51]1[CH:52]=[C:53]([OH:57])[CH:54]=[CH:55][CH:56]=1.C([O-])([O-])=O.[K+].[K+]. The catalyst is CN1C(=O)CCC1.O. The product is [Cl:50][C:51]1[CH:52]=[C:53]([CH:54]=[CH:55][CH:56]=1)[O:57][C:7]1[N:6]=[C:5]([NH:4][CH:1]2[CH2:3][CH2:2]2)[N:10]2[N:11]=[CH:12][C:13](/[CH:14]=[C:15]3/[C:16](=[O:21])[NH:17][C:18](=[O:20])[NH:19]/3)=[C:9]2[N:8]=1. The yield is 0.690. (3) The reactants are [C:1]([O:5][C:6](=[O:19])[NH:7][CH2:8][CH2:9][CH2:10][CH2:11][C:12]1[CH:17]=[CH:16][C:15]([OH:18])=[CH:14][CH:13]=1)([CH3:4])([CH3:3])[CH3:2].C(=O)([O-])[O-].[K+].[K+].[I-].[Na+].Br[CH2:29][C:30]([O:32][CH3:33])=[O:31]. The catalyst is CN(C=O)C.C(OCC)(=O)C. The product is [CH3:33][O:32][C:30](=[O:31])[CH2:29][O:18][C:15]1[CH:14]=[CH:13][C:12]([CH2:11][CH2:10][CH2:9][CH2:8][NH:7][C:6]([O:5][C:1]([CH3:4])([CH3:2])[CH3:3])=[O:19])=[CH:17][CH:16]=1. The yield is 1.00. (4) The reactants are [OH-].[Na+].[C:3](#[N:7])[CH2:4][C:5]#[N:6].Cl.[CH3:9][O:10][C:11]1[CH:16]=[CH:15][C:14]([C:17](=O)[CH:18]([NH2:20])[CH3:19])=[CH:13][CH:12]=1.C(#N)C(CC#N)O. The catalyst is O.C(O)C. The product is [NH2:6][C:5]1[NH:20][C:18]([CH3:19])=[C:17]([C:14]2[CH:15]=[CH:16][C:11]([O:10][CH3:9])=[CH:12][CH:13]=2)[C:4]=1[C:3]#[N:7]. The yield is 0.630.